This data is from Full USPTO retrosynthesis dataset with 1.9M reactions from patents (1976-2016). The task is: Predict the reactants needed to synthesize the given product. (1) Given the product [Cl-:17].[O:1]1[CH2:6][CH2:5][N:4]([C:7]2[C:12]([CH2:13][Cl:17])=[CH:11][CH:10]=[CH:9][N:8]=2)[CH2:3][CH2:2]1, predict the reactants needed to synthesize it. The reactants are: [O:1]1[CH2:6][CH2:5][N:4]([C:7]2[C:12]([CH2:13]O)=[CH:11][CH:10]=[CH:9][N:8]=2)[CH2:3][CH2:2]1.S(Cl)([Cl:17])=O. (2) Given the product [CH2:1]([N:8]1[C:16](=[O:17])[C:15]2[C:10](=[CH:11][CH:12]=[CH:13][CH:14]=2)[CH:9]1[CH2:18][CH2:19][C:20]([NH:22][C:23]1[CH:34]=[CH:29][CH:25]=[CH:26][N:27]=1)=[O:21])[C:2]1[CH:7]=[CH:6][CH:5]=[CH:4][CH:3]=1, predict the reactants needed to synthesize it. The reactants are: [CH2:1]([N:8]1[C:16](=[O:17])[C:15]2[C:10](=[CH:11][CH:12]=[CH:13][CH:14]=2)[CH:9]1[CH2:18][CH2:19][C:20]([NH:22][C:23]1S[CH:25]=[CH:26][N:27]=1)=[O:21])[C:2]1[CH:7]=[CH:6][CH:5]=[CH:4][CH:3]=1.N[C:29]1[CH:34]=CC=CN=1. (3) Given the product [I:1][C:2]1[CH:11]=[CH:10][C:5]2[C:6]([CH3:9])=[N:7][O:8][C:4]=2[C:3]=1[CH2:12][OH:13], predict the reactants needed to synthesize it. The reactants are: [I:1][C:2]1[CH:11]=[CH:10][C:5]2[C:6]([CH3:9])=[N:7][O:8][C:4]=2[C:3]=1[CH:12]=[O:13].[BH4-].[Na+].O.C(Cl)(Cl)Cl.